This data is from NCI-60 drug combinations with 297,098 pairs across 59 cell lines. The task is: Regression. Given two drug SMILES strings and cell line genomic features, predict the synergy score measuring deviation from expected non-interaction effect. (1) Drug 1: C1=CC(=C2C(=C1NCCNCCO)C(=O)C3=C(C=CC(=C3C2=O)O)O)NCCNCCO. Drug 2: CC1=CC=C(C=C1)C2=CC(=NN2C3=CC=C(C=C3)S(=O)(=O)N)C(F)(F)F. Cell line: NCI-H226. Synergy scores: CSS=44.2, Synergy_ZIP=4.87, Synergy_Bliss=4.97, Synergy_Loewe=-25.5, Synergy_HSA=6.44. (2) Drug 1: COC1=NC(=NC2=C1N=CN2C3C(C(C(O3)CO)O)O)N. Drug 2: CC1=C(N=C(N=C1N)C(CC(=O)N)NCC(C(=O)N)N)C(=O)NC(C(C2=CN=CN2)OC3C(C(C(C(O3)CO)O)O)OC4C(C(C(C(O4)CO)O)OC(=O)N)O)C(=O)NC(C)C(C(C)C(=O)NC(C(C)O)C(=O)NCCC5=NC(=CS5)C6=NC(=CS6)C(=O)NCCC[S+](C)C)O. Cell line: SF-539. Synergy scores: CSS=42.3, Synergy_ZIP=-0.531, Synergy_Bliss=-1.55, Synergy_Loewe=-48.6, Synergy_HSA=-0.188.